Binary Classification. Given a drug SMILES string, predict its activity (active/inactive) in a high-throughput screening assay against a specified biological target. From a dataset of Serine/threonine kinase 33 screen with 319,792 compounds. (1) The molecule is Brc1ccc(N\C=C\C(N(C)C)=C(\C#N)C#N)cc1. The result is 0 (inactive). (2) The result is 0 (inactive). The drug is Clc1ccc(SCCC(=O)Nc2c(ccc(c2)C(OC)=O)C)cc1. (3) The drug is Clc1c(NC(=O)c2cc(NC(=O)C3C4CC5C3C(OC5C4)=O)ccc2)cccc1. The result is 0 (inactive). (4) The molecule is S1(=O)(=O)N=C(SCCO)c2c1cccc2. The result is 0 (inactive). (5) The molecule is O=C(c1c2c(n(c1C)C)cccc2)C(=O)NCCCn1ccnc1. The result is 0 (inactive). (6) The compound is S(CC(=O)NC1CCCC1)c1n(c(nn1)CNC(=O)c1c(cccc1)C)CC=C. The result is 0 (inactive). (7) The drug is S(C(=S)N(C1CCCCC1)C)CC(=O)N1CCC(CC1)C(=O)N. The result is 0 (inactive). (8) The compound is Clc1c(n(nc1C(=O)NNC(=S)Nc1c(OC)cccc1)C)C. The result is 0 (inactive). (9) The molecule is n12c(nc3c(c1nnc2)cccc3)c1cc(ccc1)C. The result is 1 (active).